Predict which catalyst facilitates the given reaction. From a dataset of Catalyst prediction with 721,799 reactions and 888 catalyst types from USPTO. Reactant: [ClH:1].[NH2:2][C@@H:3]1[CH2:5][C@H:4]1[C:6]1[CH:11]=[CH:10][C:9]([NH:12][C:13](=[O:24])[C:14]2[CH:19]=[CH:18][CH:17]=[C:16]([C:20]([F:23])([F:22])[F:21])[CH:15]=2)=[CH:8][CH:7]=1.[CH:25]1([CH:28]=O)[CH2:27][CH2:26]1.C(=O)([O-])O.[Na+].[BH4-].[Na+]. Product: [ClH:1].[CH:25]1([CH2:28][NH:2][C@@H:3]2[CH2:5][C@H:4]2[C:6]2[CH:7]=[CH:8][C:9]([NH:12][C:13](=[O:24])[C:14]3[CH:19]=[CH:18][CH:17]=[C:16]([C:20]([F:22])([F:23])[F:21])[CH:15]=3)=[CH:10][CH:11]=2)[CH2:27][CH2:26]1. The catalyst class is: 92.